Dataset: Forward reaction prediction with 1.9M reactions from USPTO patents (1976-2016). Task: Predict the product of the given reaction. (1) Given the reactants [CH:1]12[CH2:7][CH:4]([CH2:5][CH2:6]1)[CH2:3][C@@H:2]2[NH:8][C:9]1[S:10][C:11]([CH2:16][CH:17]2[CH2:22][CH2:21][N:20](C(OC(C)(C)C)=O)[CH2:19][CH2:18]2)([CH3:15])[C:12](=[O:14])[N:13]=1.Cl, predict the reaction product. The product is: [CH:1]12[CH2:7][CH:4]([CH2:5][CH2:6]1)[CH2:3][C@@H:2]2[NH:8][C:9]1[S:10][C:11]([CH3:15])([CH2:16][CH:17]2[CH2:22][CH2:21][NH:20][CH2:19][CH2:18]2)[C:12](=[O:14])[N:13]=1. (2) Given the reactants CO[C:3]([C:5]1[C:6]([OH:35])=[C:7]2[C:12](=[C:13]([C:15]3[CH:16]=[N:17][CH:18]=[N:19][CH:20]=3)[N:14]=1)[N:11]([CH2:21][C:22]1[CH:27]=[CH:26][CH:25]=[CH:24][CH:23]=1)[C:10](=[O:28])[C:9]([C:29]1[CH:34]=[CH:33][CH:32]=[CH:31][CH:30]=1)=[CH:8]2)=[O:4].[NH2:36][CH2:37][CH2:38][C:39]([OH:41])=[O:40].C[O-].[Na+], predict the reaction product. The product is: [CH2:21]([N:11]1[C:12]2[C:7](=[C:6]([OH:35])[C:5]([C:3]([NH:36][CH2:37][CH2:38][C:39]([OH:41])=[O:40])=[O:4])=[N:14][C:13]=2[C:15]2[CH:20]=[N:19][CH:18]=[N:17][CH:16]=2)[CH:8]=[C:9]([C:29]2[CH:34]=[CH:33][CH:32]=[CH:31][CH:30]=2)[C:10]1=[O:28])[C:22]1[CH:23]=[CH:24][CH:25]=[CH:26][CH:27]=1. (3) Given the reactants [CH3:1][CH2:2][O:3][C:4]([C:6]1[N:11]=[C:10](C(O)=O)[CH:9]=[CH:8][CH:7]=1)=[O:5].C([N:18]([CH2:22]C)C(C)C)(C)C.C1C=CC(P(N=[N+]=[N-])(C2C=CC=CC=2)=[O:31])=CC=1.[C:41]([OH:45])([CH3:44])([CH3:43])[CH3:42], predict the reaction product. The product is: [CH2:2]([O:3][C:4]([C:6]1[CH:7]=[CH:8][CH:9]=[C:10]([NH:18][C:22]([O:45][C:41]([CH3:44])([CH3:43])[CH3:42])=[O:31])[N:11]=1)=[O:5])[CH3:1]. (4) Given the reactants [CH:1]([C:3]1[CH:8]=[CH:7][C:6]([O:9][S:10]([C:13]([F:16])([F:15])[F:14])(=[O:12])=[O:11])=[CH:5][C:4]=1[O:17][CH3:18])=O.[CH3:19][C:20]([S:23]([NH2:25])=[O:24])([CH3:22])[CH3:21].[BH4-].[Na+].O, predict the reaction product. The product is: [CH3:18][O:17][C:4]1[CH:5]=[C:6]([O:9][S:10]([C:13]([F:16])([F:15])[F:14])(=[O:12])=[O:11])[CH:7]=[CH:8][C:3]=1[CH2:1][NH:25][S:23]([C:20]([CH3:22])([CH3:21])[CH3:19])=[O:24]. (5) Given the reactants [Br:1][C:2]1[CH:7]=[CH:6][C:5]([S:8](Cl)(=[O:10])=[O:9])=[C:4]([O:12][C:13]([F:16])([F:15])[F:14])[CH:3]=1.[CH3:17][N:18]([CH3:24])[CH2:19][CH2:20][NH:21][CH2:22][CH3:23], predict the reaction product. The product is: [Br:1][C:2]1[CH:7]=[CH:6][C:5]([S:8]([N:21]([CH2:20][CH2:19][N:18]([CH3:24])[CH3:17])[CH2:22][CH3:23])(=[O:10])=[O:9])=[C:4]([O:12][C:13]([F:16])([F:15])[F:14])[CH:3]=1. (6) Given the reactants [OH:1][C:2]1[CH:10]=[C:9]([O:11][CH3:12])[C:8]([O:13][CH3:14])=[CH:7][C:3]=1[C:4]([OH:6])=[O:5].[C:15]1(O)[CH:20]=[CH:19][CH:18]=[CH:17][CH:16]=1.O=S(Cl)Cl, predict the reaction product. The product is: [OH:1][C:2]1[CH:10]=[C:9]([O:11][CH3:12])[C:8]([O:13][CH3:14])=[CH:7][C:3]=1[C:4]([O:6][C:15]1[CH:20]=[CH:19][CH:18]=[CH:17][CH:16]=1)=[O:5]. (7) Given the reactants [NH2:1][C:2]1[CH:26]=[CH:25][C:5]([O:6][C:7]2[N:12]=[CH:11][N:10]=[C:9]([NH:13][C:14]([N:16]3[CH2:21][CH2:20][CH:19]([N:22]([CH3:24])[CH3:23])[CH2:18][CH2:17]3)=[O:15])[CH:8]=2)=[C:4]([F:27])[CH:3]=1.CC1(C)C2(CS(O)(=O)=O)C(CC1CC2)=O.[F:43][C:44]1[CH:49]=[CH:48][C:47]([CH2:50][C:51]([N:53]=[C:54]=[S:55])=[O:52])=[CH:46][CH:45]=1.C(=O)([O-])O.[Na+], predict the reaction product. The product is: [F:27][C:4]1[CH:3]=[C:2]([NH:1][C:54]([NH:53][C:51](=[O:52])[CH2:50][C:47]2[CH:48]=[CH:49][C:44]([F:43])=[CH:45][CH:46]=2)=[S:55])[CH:26]=[CH:25][C:5]=1[O:6][C:7]1[N:12]=[CH:11][N:10]=[C:9]([NH:13][C:14]([N:16]2[CH2:21][CH2:20][CH:19]([N:22]([CH3:23])[CH3:24])[CH2:18][CH2:17]2)=[O:15])[CH:8]=1. (8) Given the reactants [N:1]1([CH2:7][CH2:8][CH2:9][NH2:10])[CH2:6][CH2:5][CH2:4][CH2:3][CH2:2]1.[CH3:11][O:12][CH:13]([O:16][CH3:17])[CH:14]=O.S([O-])([O-])(=O)=O.[Mg+2].CC(O)=O.C([BH3-])#N.[Na+], predict the reaction product. The product is: [CH3:11][O:12][CH:13]([O:16][CH3:17])[CH2:14][NH:10][CH2:9][CH2:8][CH2:7][N:1]1[CH2:6][CH2:5][CH2:4][CH2:3][CH2:2]1. (9) Given the reactants [C:1]([C:3]1[C:4]([C:17]2[CH:22]=[CH:21][C:20]([Cl:23])=[CH:19][C:18]=2[Cl:24])=[C:5]([C:14](O)=[O:15])[S:6][C:7]=1[N:8]1[CH2:13][CH2:12][O:11][CH2:10][CH2:9]1)#[N:2].[NH2:25][CH2:26][CH2:27][NH:28]C(OC(C)(C)C)=O.Cl.CN(C)CCCN=C=NCC.ON1C2C=CC=CC=2N=N1.Cl, predict the reaction product. The product is: [NH2:25][CH2:26][CH2:27][NH:28][C:14]([C:5]1[S:6][C:7]([N:8]2[CH2:9][CH2:10][O:11][CH2:12][CH2:13]2)=[C:3]([C:1]#[N:2])[C:4]=1[C:17]1[CH:22]=[CH:21][C:20]([Cl:23])=[CH:19][C:18]=1[Cl:24])=[O:15].